This data is from NCI-60 drug combinations with 297,098 pairs across 59 cell lines. The task is: Regression. Given two drug SMILES strings and cell line genomic features, predict the synergy score measuring deviation from expected non-interaction effect. Cell line: NCIH23. Drug 1: C1CN1C2=NC(=NC(=N2)N3CC3)N4CC4. Synergy scores: CSS=56.5, Synergy_ZIP=-0.284, Synergy_Bliss=-0.402, Synergy_Loewe=-7.35, Synergy_HSA=-1.04. Drug 2: C1=CC(=CC=C1CCC2=CNC3=C2C(=O)NC(=N3)N)C(=O)NC(CCC(=O)O)C(=O)O.